This data is from Forward reaction prediction with 1.9M reactions from USPTO patents (1976-2016). The task is: Predict the product of the given reaction. (1) Given the reactants F[C:2]1[CH:16]=[CH:15][C:14]([N+:17]([O-:19])=[O:18])=[CH:13][C:3]=1[C:4]([NH:6][C:7]1[CH:12]=[CH:11][CH:10]=[CH:9][CH:8]=1)=O.O.[NH2:21][NH2:22], predict the reaction product. The product is: [N+:17]([C:14]1[CH:13]=[C:3]2[C:2](=[CH:16][CH:15]=1)[NH:22][N:21]=[C:4]2[NH:6][C:7]1[CH:12]=[CH:11][CH:10]=[CH:9][CH:8]=1)([O-:19])=[O:18]. (2) Given the reactants [C:1]([C:4]1[C:22](=[O:23])[C@@:8]2([CH3:24])[C:9]3[C:15]([OH:16])=[CH:14][C:13]([O:17][CH3:18])=[C:12]([C:19]([NH2:21])=[O:20])[C:10]=3[O:11][C:7]2=[CH:6][C:5]=1[OH:25])(=[O:3])[CH3:2].[Cl:26][C:27]1[C:36]2[C:31](=[CH:32][CH:33]=[CH:34][CH:35]=2)[C:30]([CH:37]=O)=[C:29]([CH3:39])[CH:28]=1.C([SiH](CC)CC)C.FC(F)(F)C(O)=O, predict the reaction product. The product is: [C:1]([C:4]1[C:22](=[O:23])[C@@:8]2([CH3:24])[C:9]3[C:15]([OH:16])=[CH:14][C:13]([O:17][CH3:18])=[C:12]([C:19]([NH:21][CH2:37][C:30]4[C:31]5[C:36](=[CH:35][CH:34]=[CH:33][CH:32]=5)[C:27]([Cl:26])=[CH:28][C:29]=4[CH3:39])=[O:20])[C:10]=3[O:11][C:7]2=[CH:6][C:5]=1[OH:25])(=[O:3])[CH3:2]. (3) Given the reactants [H-].[Na+].[NH2:3][C:4]1[N:9]=[C:8](S(C)=O)[C:7]([C:13]2[CH:14]=[CH:15][C:16](=[O:22])[N:17]([CH:19]([CH3:21])[CH3:20])[N:18]=2)=[C:6]([C:23]2[CH:28]=[CH:27][CH:26]=[CH:25][CH:24]=2)[N:5]=1.[CH2:29]([OH:31])[CH3:30], predict the reaction product. The product is: [NH2:3][C:4]1[N:9]=[C:8]([O:31][CH2:29][CH3:30])[C:7]([C:13]2[CH:14]=[CH:15][C:16](=[O:22])[N:17]([CH:19]([CH3:21])[CH3:20])[N:18]=2)=[C:6]([C:23]2[CH:28]=[CH:27][CH:26]=[CH:25][CH:24]=2)[N:5]=1. (4) Given the reactants [N+:1]([C:4]1[CH:12]=[CH:11][C:7]([C:8](Cl)=O)=[CH:6][CH:5]=1)([O-:3])=[O:2].[NH2:13][C:14]1[CH:19]=[CH:18][CH:17]=[CH:16][C:15]=1[SH:20], predict the reaction product. The product is: [N+:1]([C:4]1[CH:12]=[CH:11][C:7]([C:8]2[S:20][C:15]3[CH:16]=[CH:17][CH:18]=[CH:19][C:14]=3[N:13]=2)=[CH:6][CH:5]=1)([O-:3])=[O:2].